Dataset: Full USPTO retrosynthesis dataset with 1.9M reactions from patents (1976-2016). Task: Predict the reactants needed to synthesize the given product. Given the product [CH:14]1([CH:2]([NH:20][C:21]2[CH:30]=[CH:29][C:24]([C:25]([OH:27])=[O:26])=[CH:23][CH:22]=2)[C:3]2[O:4][C:5]3[CH:12]=[CH:11][C:10]([F:13])=[CH:9][C:6]=3[C:7]=2[CH3:8])[CH2:19][CH2:18][CH2:17][CH2:16][CH2:15]1, predict the reactants needed to synthesize it. The reactants are: Cl[CH:2]([CH:14]1[CH2:19][CH2:18][CH2:17][CH2:16][CH2:15]1)[C:3]1[O:4][C:5]2[CH:12]=[CH:11][C:10]([F:13])=[CH:9][C:6]=2[C:7]=1[CH3:8].[NH2:20][C:21]1[CH:30]=[CH:29][C:24]([C:25]([O:27]C)=[O:26])=[CH:23][CH:22]=1.[I-].[Na+].C(=O)([O-])[O-].[Na+].[Na+].Cl.[OH-].[Na+].